Dataset: Forward reaction prediction with 1.9M reactions from USPTO patents (1976-2016). Task: Predict the product of the given reaction. The product is: [CH2:1]([O:8][C:9](=[O:10])[NH:11][CH:12]1[CH2:17][CH2:16][CH2:15][CH2:14][CH:13]1[C:18](=[O:20])[NH:22][CH:23]([C:28](=[O:29])[NH2:30])[CH2:24][CH:25]([CH3:27])[CH3:26])[C:2]1[CH:3]=[CH:4][CH:5]=[CH:6][CH:7]=1. Given the reactants [CH2:1]([O:8][C:9]([NH:11][CH:12]1[CH2:17][CH2:16][CH2:15][CH2:14][CH:13]1[C:18]([OH:20])=O)=[O:10])[C:2]1[CH:7]=[CH:6][CH:5]=[CH:4][CH:3]=1.Cl.[NH2:22][C@H:23]([C:28]([NH2:30])=[O:29])[CH2:24][CH:25]([CH3:27])[CH3:26].CCN=C=NCCCN(C)C.Cl.C1C=CC2N(O)N=NC=2C=1.CN1CCOCC1, predict the reaction product.